This data is from Full USPTO retrosynthesis dataset with 1.9M reactions from patents (1976-2016). The task is: Predict the reactants needed to synthesize the given product. Given the product [C:2]([N+:6]([O-:7])=[CH:18][C:17]1[C:12]([S:8]([OH:11])(=[O:10])=[O:9])=[N:13][C:14]([S:20]([OH:23])(=[O:21])=[O:22])=[CH:15][CH:16]=1)([CH3:5])([CH3:4])[CH3:3], predict the reactants needed to synthesize it. The reactants are: Cl.[C:2]([NH:6][OH:7])([CH3:5])([CH3:4])[CH3:3].[S:8]([C:12]1[C:17]([CH:18]=O)=[CH:16][CH:15]=[C:14]([S:20]([OH:23])(=[O:22])=[O:21])[N:13]=1)([OH:11])(=[O:10])=[O:9].